From a dataset of Full USPTO retrosynthesis dataset with 1.9M reactions from patents (1976-2016). Predict the reactants needed to synthesize the given product. (1) Given the product [CH3:21][C:20]1[N:4]=[C:3]([C:2]([F:7])([F:6])[F:1])[S:5][C:14]=1[C:15]([O:17][CH2:18][CH3:19])=[O:16], predict the reactants needed to synthesize it. The reactants are: [F:1][C:2]([F:7])([F:6])[C:3](=[S:5])[NH2:4].CC(O)(C)C.Cl[CH:14]([C:20](=O)[CH3:21])[C:15]([O:17][CH2:18][CH3:19])=[O:16]. (2) Given the product [OH:16][C@H:15]([CH2:17][N:33]1[CH2:34][CH2:35][N:30]([CH3:29])[CH2:31][CH2:32]1)[CH2:14][O:13][C:12]1[CH:11]=[C:10]2[C:5]([C:6]([O:18][C:19]3[CH:20]=[C:21]4[C:25](=[CH:26][CH:27]=3)[NH:24][C:23]([CH3:28])=[CH:22]4)=[N:7][CH:8]=[N:9]2)=[CH:4][C:3]=1[O:2][CH3:1], predict the reactants needed to synthesize it. The reactants are: [CH3:1][O:2][C:3]1[CH:4]=[C:5]2[C:10](=[CH:11][C:12]=1[O:13][CH2:14][C@H:15]1[CH2:17][O:16]1)[N:9]=[CH:8][N:7]=[C:6]2[O:18][C:19]1[CH:20]=[C:21]2[C:25](=[CH:26][CH:27]=1)[NH:24][C:23]([CH3:28])=[CH:22]2.[CH3:29][N:30]1[CH2:35][CH2:34][NH:33][CH2:32][CH2:31]1.